This data is from Reaction yield outcomes from USPTO patents with 853,638 reactions. The task is: Predict the reaction yield, written as a fraction of the theoretical maximum amount of product (1.0 means a 100% yield; for example, 0.34 means a 34% yield). (1) The reactants are [C:1]([N:8]1[CH2:15][C@@H:14]([N:16]([C:25](=[O:27])[CH3:26])[CH:17]2[CH2:22][CH2:21][C:20]([CH3:24])([CH3:23])[CH2:19][CH2:18]2)[CH2:13][C@H:9]1[C:10](O)=[O:11])([O:3][C:4]([CH3:7])([CH3:6])[CH3:5])=[O:2].CCN(C(C)C)C(C)C.[CH3:37][N:38]1[CH2:43][CH2:42][NH:41][CH2:40][CH2:39]1.CN(C(ON1N=NC2C=CC=CC1=2)=[N+](C)C)C.F[P-](F)(F)(F)(F)F. The catalyst is CN(C=O)C. The product is [C:1]([N:8]1[CH2:15][C@@H:14]([N:16]([C:25](=[O:27])[CH3:26])[CH:17]2[CH2:22][CH2:21][C:20]([CH3:23])([CH3:24])[CH2:19][CH2:18]2)[CH2:13][C@H:9]1[C:10]([N:41]1[CH2:42][CH2:43][N:38]([CH3:37])[CH2:39][CH2:40]1)=[O:11])([O:3][C:4]([CH3:5])([CH3:6])[CH3:7])=[O:2]. The yield is 0.950. (2) The reactants are C([Li])CCC.Br[C:7]1[CH:12]=[CH:11][CH:10]=[C:9]([Br:13])[CH:8]=1.[C:14]([C:16]1[C:21]([F:22])=[CH:20][CH:19]=[CH:18][C:17]=1[C:23]([C:31]1[CH:36]=[CH:35][N:34]=[C:33]([O:37][CH3:38])[CH:32]=1)=[N:24]S(C(C)(C)C)=O)#[N:15].Cl. The catalyst is C(OCC)C. The product is [Br:13][C:9]1[CH:8]=[C:7]([C:23]2([C:31]3[CH:36]=[CH:35][N:34]=[C:33]([O:37][CH3:38])[CH:32]=3)[C:17]3[C:16](=[C:21]([F:22])[CH:20]=[CH:19][CH:18]=3)[C:14]([NH2:15])=[N:24]2)[CH:12]=[CH:11][CH:10]=1. The yield is 0.470. (3) The reactants are Br[C:2]1[S:3][C:4]([C:24]2[CH:29]=[CH:28][N:27]=[C:26]([Cl:30])[N:25]=2)=[C:5]([C:7]2[CH:8]=[C:9]([NH:13][C:14](=[O:23])[C:15]3[CH:20]=[C:19]([F:21])[CH:18]=[CH:17][C:16]=3[F:22])[CH:10]=[CH:11][CH:12]=2)[N:6]=1.[OH:31][C:32]1[CH:37]=[CH:36][C:35](B(O)O)=[CH:34][CH:33]=1.P([O-])([O-])([O-])=O.[K+].[K+].[K+]. The catalyst is O1CCOCC1. The product is [Cl:30][C:26]1[N:25]=[C:24]([C:4]2[S:3][C:2]([C:35]3[CH:36]=[CH:37][C:32]([OH:31])=[CH:33][CH:34]=3)=[N:6][C:5]=2[C:7]2[CH:8]=[C:9]([NH:13][C:14](=[O:23])[C:15]3[CH:20]=[C:19]([F:21])[CH:18]=[CH:17][C:16]=3[F:22])[CH:10]=[CH:11][CH:12]=2)[CH:29]=[CH:28][N:27]=1. The yield is 0.550. (4) The reactants are [C:1]([N:8]1[CH:12]=[CH:11][CH:10]=[CH:9]1)([O:3][C:4]([CH3:7])([CH3:6])[CH3:5])=[O:2].[B:13]1([B:13]2[O:17][C:16]([CH3:19])([CH3:18])[C:15]([CH3:21])([CH3:20])[O:14]2)[O:17][C:16]([CH3:19])([CH3:18])[C:15]([CH3:21])([CH3:20])[O:14]1.C(OCC)(=O)C. The catalyst is C1COCC1.CCCCCC.C(C1(C(C)(C)C)C=CN=C(C2C=CC=CN=2)C1)(C)(C)C. The product is [CH3:20][C:15]1([CH3:21])[C:16]([CH3:19])([CH3:18])[O:17][B:13]([C:11]2[CH:10]=[CH:9][N:8]([C:1]([O:3][C:4]([CH3:7])([CH3:6])[CH3:5])=[O:2])[CH:12]=2)[O:14]1. The yield is 0.619. (5) The catalyst is [Pd]. The reactants are Br[C:2]1[CH:3]=[CH:4][C:5]([CH3:18])=[C:6]2[C:11]=1[NH:10][CH:9]=[C:8]([C:12]([O:14][CH2:15][CH3:16])=[O:13])[C:7]2=[O:17].C([O-])(=O)C.[Na+]. The product is [CH3:18][C:5]1[CH:4]=[CH:3][CH:2]=[C:11]2[C:6]=1[C:7](=[O:17])[C:8]([C:12]([O:14][CH2:15][CH3:16])=[O:13])=[CH:9][NH:10]2. The yield is 0.220. (6) The reactants are [S:1]1[C:5]([CH2:6][O:7][C:8]([NH:10][CH2:11][CH2:12][CH2:13][NH:14][C:15](=[O:21])[O:16][C:17]([CH3:20])([CH3:19])[CH3:18])=[O:9])=[CH:4][N:3]=[CH:2]1.[H-].[Na+].Br[CH2:25][C:26]1[CH:39]=[CH:38][C:29]([C:30]([C:32]2[CH:37]=[CH:36][CH:35]=[CH:34][CH:33]=2)=[O:31])=[CH:28][CH:27]=1. No catalyst specified. The product is [C:30]([C:29]1[CH:38]=[CH:39][C:26]([CH2:25][N:14]([CH2:13][CH2:12][CH2:11][N:10]([CH2:25][C:26]2[CH:27]=[CH:28][C:29]([C:30](=[O:31])[C:32]3[CH:33]=[CH:34][CH:35]=[CH:36][CH:37]=3)=[CH:38][CH:39]=2)[C:8]([O:7][CH2:6][C:5]2[S:1][CH:2]=[N:3][CH:4]=2)=[O:9])[C:15](=[O:21])[O:16][C:17]([CH3:18])([CH3:20])[CH3:19])=[CH:27][CH:28]=1)(=[O:31])[C:32]1[CH:37]=[CH:36][CH:35]=[CH:34][CH:33]=1. The yield is 0.280. (7) The product is [C:1]([O:9][CH2:10][C@:11]1([CH3:17])[CH2:15][C:14](=[O:16])[CH2:13][O:12]1)(=[O:8])[C:2]1[CH:3]=[CH:4][CH:5]=[CH:6][CH:7]=1. The reactants are [C:1]([O:9][CH2:10][C@:11]1([CH3:17])[CH2:15][CH:14]([OH:16])[CH2:13][O:12]1)(=[O:8])[C:2]1[CH:7]=[CH:6][CH:5]=[CH:4][CH:3]=1.C1C=C[NH+]=CC=1.[O-][Cr](Cl)(=O)=O. The yield is 0.440. The catalyst is C(Cl)Cl.CCCCCC. (8) The reactants are Cl.[N+:2]([C:5]1[CH:13]=[C:12]([CH2:14][N:15]2[CH2:20][CH2:19][CH2:18][CH2:17][CH2:16]2)[CH:11]=[CH:10][C:6]=1[C:7]([OH:9])=O)([O-:4])=[O:3].S(Cl)(Cl)=O.[F:25][C:26]1[CH:27]=[C:28]([CH:40]=[C:41]([F:43])[CH:42]=1)[CH2:29][C:30]1[CH:31]=[C:32]2[C:36](=[CH:37][CH:38]=1)[NH:35][N:34]=[C:33]2[NH2:39].[NH4+].[OH-]. The catalyst is N1C=CC=CC=1.O.CCOC(C)=O. The product is [F:25][C:26]1[CH:27]=[C:28]([CH:40]=[C:41]([F:43])[CH:42]=1)[CH2:29][C:30]1[CH:31]=[C:32]2[C:36](=[CH:37][CH:38]=1)[NH:35][N:34]=[C:33]2[NH:39][C:7](=[O:9])[C:6]1[CH:10]=[CH:11][C:12]([CH2:14][N:15]2[CH2:20][CH2:19][CH2:18][CH2:17][CH2:16]2)=[CH:13][C:5]=1[N+:2]([O-:4])=[O:3]. The yield is 0.430. (9) The reactants are [CH2:1]([N:4]1[CH2:9][CH2:8][O:7][C:6]2[CH:10]=[CH:11][C:12]([C:15]3[N:20]4[N:21]=[C:22]([C:24]5[CH:29]=[CH:28][CH:27]=[C:26](Br)[CH:25]=5)[CH:23]=[C:19]4[N:18]=[C:17]([CH3:31])[C:16]=3[C@H:32]([O:37][C:38]([CH3:41])([CH3:40])[CH3:39])[C:33]([O:35][CH3:36])=[O:34])=[C:13]([Cl:14])[C:5]1=2)[CH:2]=[CH2:3].[CH2:42]([C:46]1[CH:47]=[C:48](B2OC(C)(C)C(C)(C)O2)[CH:49]=[CH:50][CH:51]=1)[CH2:43][CH:44]=[CH2:45].C([O-])([O-])=O.[Na+].[Na+].O. The catalyst is CN(C=O)C. The product is [CH2:1]([N:4]1[CH2:9][CH2:8][O:7][C:6]2[CH:10]=[CH:11][C:12]([C:15]3[N:20]4[N:21]=[C:22]([C:24]5[CH:25]=[C:26]([C:50]6[CH:49]=[CH:48][CH:47]=[C:46]([CH2:42][CH2:43][CH:44]=[CH2:45])[CH:51]=6)[CH:27]=[CH:28][CH:29]=5)[CH:23]=[C:19]4[N:18]=[C:17]([CH3:31])[C:16]=3[C@H:32]([O:37][C:38]([CH3:41])([CH3:40])[CH3:39])[C:33]([O:35][CH3:36])=[O:34])=[C:13]([Cl:14])[C:5]1=2)[CH:2]=[CH2:3]. The yield is 0.617.